This data is from Catalyst prediction with 721,799 reactions and 888 catalyst types from USPTO. The task is: Predict which catalyst facilitates the given reaction. (1) Reactant: Cl[C:2]1[CH:3]=[CH:4][C:5]2[N:6]([C:8]([CH2:11][C:12]3[CH:13]=[C:14]4[C:19](=[CH:20][CH:21]=3)[N:18]=[CH:17][CH:16]=[CH:15]4)=[N:9][N:10]=2)[N:7]=1.[NH:22]1[CH:26]=[CH:25][N:24]=[CH:23]1.C(=O)([O-])[O-].[K+].[K+].Cl. Product: [N:22]1([C:2]2[CH:3]=[CH:4][C:5]3[N:6]([C:8]([CH2:11][C:12]4[CH:13]=[C:14]5[C:19](=[CH:20][CH:21]=4)[N:18]=[CH:17][CH:16]=[CH:15]5)=[N:9][N:10]=3)[N:7]=2)[CH:26]=[CH:25][N:24]=[CH:23]1. The catalyst class is: 3. (2) Reactant: [CH3:1][C@H:2]1[CH2:7][C:6](=[O:8])[CH2:5][CH2:4][N:3]1C(OCC1C=CC=CC=1)=O.C(O)C.[C:30](O[C:30]([O:32][C:33]([CH3:36])([CH3:35])[CH3:34])=[O:31])([O:32][C:33]([CH3:36])([CH3:35])[CH3:34])=[O:31]. Product: [CH3:1][C@H:2]1[CH2:7][C:6](=[O:8])[CH2:5][CH2:4][N:3]1[C:30]([O:32][C:33]([CH3:34])([CH3:35])[CH3:36])=[O:31]. The catalyst class is: 304. (3) Reactant: [Cl:1][C:2]1[CH:3]=[C:4]([C:8]2[N:9]=[C:10]([NH:16][C:17]3[CH:22]=[C:21]([CH:23]=[O:24])[CH:20]=[CH:19][C:18]=3[N+:25]([O-])=O)[S:11][C:12]=2[C:13]([NH2:15])=[O:14])[CH:5]=[CH:6][CH:7]=1.[Cl-].[NH4+].O1CCC[CH2:31]1.C(OCC)(OCC)OCC. Product: [Cl:1][C:2]1[CH:3]=[C:4]([C:8]2[N:9]=[C:10]([N:16]3[C:17]4[CH:22]=[C:21]([CH:23]=[O:24])[CH:20]=[CH:19][C:18]=4[N:25]=[CH:31]3)[S:11][C:12]=2[C:13]([NH2:15])=[O:14])[CH:5]=[CH:6][CH:7]=1. The catalyst class is: 763. (4) Reactant: [F:1][C:2]1[C:7]([C:8]2[CH:13]=[CH:12][C:11]3[O:14][C@@H:15]4[CH2:20][CH2:19][N:18]([S:21]([CH2:24][CH:25]([CH3:27])[CH3:26])(=[O:23])=[O:22])[CH2:17][C@H:16]4[C@:28]4([CH2:32][O:31][C:30]([NH:33]C(=O)OC(C)(C)C)=[N:29]4)[C:10]=3[CH:9]=2)=[CH:6][CH:5]=[CH:4][N:3]=1.C(O)(C(F)(F)F)=O.[ClH:48]. Product: [ClH:48].[F:1][C:2]1[C:7]([C:8]2[CH:13]=[CH:12][C:11]3[O:14][C@@H:15]4[CH2:20][CH2:19][N:18]([S:21]([CH2:24][CH:25]([CH3:27])[CH3:26])(=[O:22])=[O:23])[CH2:17][C@H:16]4[C@:28]4([CH2:32][O:31][C:30]([NH2:33])=[N:29]4)[C:10]=3[CH:9]=2)=[CH:6][CH:5]=[CH:4][N:3]=1. The catalyst class is: 158. (5) Reactant: [NH2:1][NH2:2].[Cl:3][C:4]1[CH:5]=[N:6][CH:7]=[C:8]([CH:13]=1)[C:9](OC)=[O:10]. Product: [Cl:3][C:4]1[CH:5]=[N:6][CH:7]=[C:8]([CH:13]=1)[C:9]([NH:1][NH2:2])=[O:10]. The catalyst class is: 5. (6) Product: [C:15]([O:14][C:9]1[CH:10]=[C:11]([CH:27]=[O:28])[C:12]2[S:19][C:5]([O:4][CH:1]([CH3:3])[CH3:2])=[N:6][C:7]=2[CH:8]=1)([CH3:18])([CH3:17])[CH3:16].[C:9]([O:14][CH2:15][CH3:18])(=[O:28])[CH3:8].[CH3:1][CH2:2][CH2:21][CH:20]([CH3:23])[CH3:22]. Reactant: [CH:1]([O:4][C:5](=[S:19])[NH:6][C:7]1[CH:12]=[C:11](F)[CH:10]=[C:9]([O:14][C:15]([CH3:18])([CH3:17])[CH3:16])[CH:8]=1)([CH3:3])[CH3:2].[C:20]([Li])([CH3:23])([CH3:22])[CH3:21].CN(C)[CH:27]=[O:28]. The catalyst class is: 7. (7) Reactant: [N:1]([C:4]1[CH:9]=[CH:8][CH:7]=[CH:6][CH:5]=1)=[C:2]=[O:3].[Br:10][C:11]1[C:12]([N:22]2[CH2:27][CH2:26][NH:25][CH2:24][CH2:23]2)=[N:13][CH:14]=[C:15]([CH:21]=1)[C:16]([O:18][CH2:19][CH3:20])=[O:17]. The catalyst class is: 10. Product: [NH:1]([C:2]([N:25]1[CH2:26][CH2:27][N:22]([C:12]2[C:11]([Br:10])=[CH:21][C:15]([C:16]([O:18][CH2:19][CH3:20])=[O:17])=[CH:14][N:13]=2)[CH2:23][CH2:24]1)=[O:3])[C:4]1[CH:9]=[CH:8][CH:7]=[CH:6][CH:5]=1. (8) Reactant: [CH3:1][O:2][C:3]1[CH:4]=[C:5]2[C:10](=[CH:11][C:12]=1[O:13][CH3:14])[N:9]=[CH:8][CH:7]=[C:6]2[O:15][C:16]1[CH:22]=[CH:21][C:19]([NH2:20])=[CH:18][CH:17]=1.Cl[C:24](Cl)([O:26][C:27](=[O:33])OC(Cl)(Cl)Cl)Cl.[CH3:35][N:36]1[CH2:41]C[CH2:39][CH:38](O)[CH2:37]1.C(=O)(O)[O-].[Na+]. The catalyst class is: 208. Product: [CH3:1][O:2][C:3]1[CH:4]=[C:5]2[C:10](=[CH:11][C:12]=1[O:13][CH3:14])[N:9]=[CH:8][CH:7]=[C:6]2[O:15][C:16]1[CH:22]=[CH:21][C:19]([NH:20][C:27](=[O:33])[O:26][CH:24]2[CH2:39][CH2:38][CH2:37][N:36]([CH3:41])[CH2:35]2)=[CH:18][CH:17]=1. (9) Reactant: [CH3:1][C:2]1[CH:11]=[CH:10][C:9]([N:12]2[CH2:17][CH2:16][N:15]([CH3:18])[CH2:14][CH2:13]2)=[C:8]2[C:3]=1[CH2:4][CH2:5][C@@H:6]([NH:19][C:20](=[O:33])[C:21]1[CH:26]=[CH:25][C:24]([N:27]3[CH2:32][CH2:31][O:30][CH2:29][CH2:28]3)=[CH:23][CH:22]=1)[CH2:7]2.[C:34]1([S:40]([OH:43])(=[O:42])=[O:41])[CH:39]=[CH:38][CH:37]=[CH:36][CH:35]=1.C(OCC)C.O. Product: [C:34]1([S:40]([OH:43])(=[O:42])=[O:41])[CH:39]=[CH:38][CH:37]=[CH:36][CH:35]=1.[CH3:1][C:2]1[CH:11]=[CH:10][C:9]([N:12]2[CH2:17][CH2:16][N:15]([CH3:18])[CH2:14][CH2:13]2)=[C:8]2[C:3]=1[CH2:4][CH2:5][C@@H:6]([NH:19][C:20](=[O:33])[C:21]1[CH:26]=[CH:25][C:24]([N:27]3[CH2:32][CH2:31][O:30][CH2:29][CH2:28]3)=[CH:23][CH:22]=1)[CH2:7]2. The catalyst class is: 7.